This data is from Full USPTO retrosynthesis dataset with 1.9M reactions from patents (1976-2016). The task is: Predict the reactants needed to synthesize the given product. (1) Given the product [F:4][C:5]1[CH:10]=[CH:9][C:8]([N:1]=[N:2][NH:3][CH2:19][C:20]([OH:22])=[O:21])=[CH:7][CH:6]=1.[NH:1]=[N:2][NH2:3], predict the reactants needed to synthesize it. The reactants are: [NH:1]=[N:2][NH2:3].[F:4][C:5]1[CH:10]=[CH:9][C:8](N)=[CH:7][CH:6]=1.Cl.N([O-])=O.[Na+].N([CH2:19][C:20]([OH:22])=[O:21])C.C(=O)([O-])[O-].[Na+].[Na+]. (2) Given the product [N:18]1([C:16]([CH:14]2[CH2:15][N:11]([CH:5]3[CH2:6][CH:7]([CH3:10])[CH2:8][CH2:9][CH:4]3[CH:1]([CH3:2])[CH3:3])[C:12](=[O:23])[CH2:13]2)=[O:17])[CH2:22][CH2:21][CH2:20][CH2:19][CH2:25][CH2:24]1, predict the reactants needed to synthesize it. The reactants are: [CH:1]([CH:4]1[CH2:9][CH2:8][CH:7]([CH3:10])[CH2:6][CH:5]1[N:11]1[CH2:15][CH:14]([C:16]([N:18]2[CH2:22][CH2:21][CH2:20][CH2:19]2)=[O:17])[CH2:13][C:12]1=[O:23])([CH3:3])[CH3:2].[CH:24](C1CCC(C)CC1N1C(=O)CC(C(O)=O)C1)(C)[CH3:25].